From a dataset of Full USPTO retrosynthesis dataset with 1.9M reactions from patents (1976-2016). Predict the reactants needed to synthesize the given product. (1) The reactants are: [OH-].[Li+].[Cl:3][C:4]1[CH:30]=[CH:29][CH:28]=[C:27]([Cl:31])[C:5]=1[C:6]([NH:8][C@H:9]([C:23]([O:25]C)=[O:24])[CH2:10][C:11]1[CH:16]=[CH:15][C:14]([CH:17]2[CH2:22][CH2:21][O:20][CH2:19][CH2:18]2)=[CH:13][CH:12]=1)=[O:7].C(#N)C. Given the product [Cl:3][C:4]1[CH:30]=[CH:29][CH:28]=[C:27]([Cl:31])[C:5]=1[C:6]([NH:8][C@H:9]([C:23]([OH:25])=[O:24])[CH2:10][C:11]1[CH:12]=[CH:13][C:14]([CH:17]2[CH2:22][CH2:21][O:20][CH2:19][CH2:18]2)=[CH:15][CH:16]=1)=[O:7], predict the reactants needed to synthesize it. (2) The reactants are: OO.O[Li].O.C([C@@H]1COC(=O)N1[C:19](=[O:43])[C@H:20]([C@H:29]1[N:33]([C:34]([O:36][C:37]([CH3:40])([CH3:39])[CH3:38])=[O:35])[C:32]([CH3:42])([CH3:41])[CH2:31][CH2:30]1)[C:21]1[CH:26]=[CH:25][C:24]([Cl:27])=[C:23]([F:28])[CH:22]=1)C1C=CC=CC=1.[O-:44]S([O-])=O.[Na+:48].[Na+]. Given the product [Na+:48].[C:37]([O:36][C:34]([N:33]1[C:32]([CH3:42])([CH3:41])[CH2:31][CH2:30][C@H:29]1[C@H:20]([C:21]1[CH:26]=[CH:25][C:24]([Cl:27])=[C:23]([F:28])[CH:22]=1)[C:19]([O-:43])=[O:44])=[O:35])([CH3:38])([CH3:39])[CH3:40], predict the reactants needed to synthesize it. (3) The reactants are: [CH3:1][NH:2][C:3]([C:5]1[CH:6]=[C:7]([CH2:11][C:12](O)=O)[CH:8]=[CH:9][CH:10]=1)=[O:4].[C:15]1([NH:21][C:22](=[S:25])[NH:23][NH2:24])[CH:20]=[CH:19][CH:18]=[CH:17][CH:16]=1. Given the product [CH3:1][NH:2][C:3]([C:5]1[CH:6]=[C:7]([CH:8]=[CH:9][CH:10]=1)[CH2:11][C:12]1[N:21]([C:15]2[CH:16]=[CH:17][CH:18]=[CH:19][CH:20]=2)[C:22](=[S:25])[NH:23][N:24]=1)=[O:4], predict the reactants needed to synthesize it. (4) Given the product [N:18]1([C:24]([N:2]2[C:3](=[O:10])[C:4]3[C:5](=[N:6][CH:7]=[CH:8][CH:9]=3)[S:1]2)=[O:25])[CH2:23][CH2:22][O:21][CH2:20][CH2:19]1, predict the reactants needed to synthesize it. The reactants are: [S:1]1[C:5]2=[N:6][CH:7]=[CH:8][CH:9]=[C:4]2[C:3](=[O:10])[NH:2]1.C(N(CC)CC)C.[N:18]1([C:24](Cl)=[O:25])[CH2:23][CH2:22][O:21][CH2:20][CH2:19]1.